This data is from Experimentally validated miRNA-target interactions with 360,000+ pairs, plus equal number of negative samples. The task is: Binary Classification. Given a miRNA mature sequence and a target amino acid sequence, predict their likelihood of interaction. The miRNA is hsa-miR-155-5p with sequence UUAAUGCUAAUCGUGAUAGGGGUU. The protein sequence of the target gene is MAAETQTLNFGPEWLRALSSGGSITSPPLSPALPKYKLADYRYGREEMLALFLKDYKIPFDLLEKEFLPILQEEPLPPLALVPFTEEEQRNFSMSVNSAAVLRLTGRGGGGGTVVGAPRGRSSSRGRGRGRGECGFYQRSFDEVEGVFGRGGGREMHRSQSWEERGDRRFEKPGRKDVGRPNFEESGPTSVGRKHEFIRSESENWRIFREEQNGEDEDGGWRLAGSRRDGERWRPHSPDGPRSTGWREHMERRRRFEFDFRDRDDERGYRRVRSGSGSIDDDRDSLPEWCLEDAEEEMGT.... Result: 0 (no interaction).